Dataset: Full USPTO retrosynthesis dataset with 1.9M reactions from patents (1976-2016). Task: Predict the reactants needed to synthesize the given product. (1) Given the product [CH3:1][N:2]1[C:7]([CH3:8])=[CH:6][C:5]([C:9]([F:12])([F:10])[F:11])=[C:4]([I:41])[C:3]1=[O:13], predict the reactants needed to synthesize it. The reactants are: [CH3:1][N:2]1[C:7]([CH3:8])=[CH:6][C:5]([C:9]([F:12])([F:11])[F:10])=[CH:4][C:3]1=[O:13].FC(F)(F)C(O)=O.FC(F)(F)C(OC(=O)C(F)(F)F)=O.C1C(=O)N([I:41])C(=O)C1. (2) Given the product [CH3:1][O:2][C:3](=[O:38])[C:4]1[CH:9]=[CH:8][CH:7]=[C:6]([C:10](=[O:44])[CH2:40][Br:42])[CH:5]=1, predict the reactants needed to synthesize it. The reactants are: [CH3:1][O:2][C:3](=[O:38])[C:4]1[CH:9]=[CH:8][CH:7]=[C:6]([C:10]2N=C(C3N=C(C4CCCCC4)NC=3COC34CC5CC(CC(C5)C3)C4)SC=2)[CH:5]=1.Br[C:40]([Br:42])=O.C[OH:44]. (3) Given the product [NH2:1][C:4]1[CH:5]=[N:6][C:7]2[C:12]([C:13]=1[NH:14][CH2:15][CH2:16][CH2:17][CH2:18][OH:19])=[CH:11][CH:10]=[CH:9][CH:8]=2, predict the reactants needed to synthesize it. The reactants are: [N+:1]([C:4]1[CH:5]=[N:6][C:7]2[C:12]([C:13]=1[NH:14][CH2:15][CH2:16][CH2:17][CH2:18][OH:19])=[CH:11][CH:10]=[CH:9][CH:8]=2)([O-])=O.[H][H].C(O)C.